From a dataset of NCI-60 drug combinations with 297,098 pairs across 59 cell lines. Regression. Given two drug SMILES strings and cell line genomic features, predict the synergy score measuring deviation from expected non-interaction effect. Drug 1: COC1=C(C=C2C(=C1)N=CN=C2NC3=CC(=C(C=C3)F)Cl)OCCCN4CCOCC4. Drug 2: C1=CC(=CC=C1CCCC(=O)O)N(CCCl)CCCl. Cell line: CCRF-CEM. Synergy scores: CSS=35.9, Synergy_ZIP=-7.16, Synergy_Bliss=-10.7, Synergy_Loewe=-11.8, Synergy_HSA=-8.76.